From a dataset of Forward reaction prediction with 1.9M reactions from USPTO patents (1976-2016). Predict the product of the given reaction. (1) Given the reactants [Br:1][C:2]1[CH:3]=[C:4]([CH:7]=[C:8]([N+:10]([O-:12])=[O:11])[CH:9]=1)[CH:5]=[O:6].C([O-])([O-])=O.[K+].[K+].[N+:19]([CH2:21]S(C1C=CC(C)=CC=1)(=O)=O)#[C-:20].CCOC(C)=O, predict the reaction product. The product is: [Br:1][C:2]1[CH:3]=[C:4]([C:5]2[O:6][CH:21]=[N:19][CH:20]=2)[CH:7]=[C:8]([N+:10]([O-:12])=[O:11])[CH:9]=1. (2) Given the reactants [Mg].[Cl:2][C:3]1[CH:10]=[CH:9][C:6]([CH2:7]Br)=[CH:5][CH:4]=1.[Cl:11][C:12]1[CH:19]=[CH:18][CH:17]=[CH:16][C:13]=1[C:14]#N.CC[O:22]CC, predict the reaction product. The product is: [Cl:11][C:12]1[CH:19]=[CH:18][CH:17]=[CH:16][C:13]=1[C:14](=[O:22])[CH2:7][C:6]1[CH:9]=[CH:10][C:3]([Cl:2])=[CH:4][CH:5]=1. (3) The product is: [N+:23]([C:20]1[CH:21]=[CH:22][C:17]([CH:2]([C:3]([O:5][CH2:6][CH3:7])=[O:4])[C:1]([O:9][CH2:10][CH3:11])=[O:8])=[N:18][CH:19]=1)([O-:25])=[O:24]. Given the reactants [C:1]([O:9][CH2:10][CH3:11])(=[O:8])[CH2:2][C:3]([O:5][CH2:6][CH3:7])=[O:4].[H-].[Na+].[H][H].Cl[C:17]1[CH:22]=[CH:21][C:20]([N+:23]([O-:25])=[O:24])=[CH:19][N:18]=1, predict the reaction product. (4) Given the reactants [CH3:1][N:2]([C:14]1[C:23]([CH3:24])=[CH:22][C:21]2[C:20]([CH3:25])=[CH:19][CH2:18][C:17]([CH3:27])([CH3:26])[C:16]=2[CH:15]=1)[C:3]1[CH:13]=[CH:12][C:6]([C:7]([O:9]CC)=[O:8])=[CH:5][CH:4]=1.C(O)C.[OH-].[K+], predict the reaction product. The product is: [CH3:1][N:2]([C:14]1[C:23]([CH3:24])=[CH:22][C:21]2[C:20]([CH3:25])=[CH:19][CH2:18][C:17]([CH3:27])([CH3:26])[C:16]=2[CH:15]=1)[C:3]1[CH:4]=[CH:5][C:6]([C:7]([OH:9])=[O:8])=[CH:12][CH:13]=1. (5) Given the reactants [NH:1]1[C:10]2[CH:9]=[C:8]3[O:11][CH2:12][CH2:13][O:14][CH2:15][CH2:16][O:17][CH2:18][CH2:19][O:20][C:7]3=[CH:6][C:5]=2[C:4](=[O:21])[CH:3]=[CH:2]1.C(=O)([O-])[O-].[Cs+].[Cs+].F[C:29]1[CH:34]=[CH:33][C:32]([N+:35]([O-:37])=[O:36])=[CH:31][C:30]=1[F:38], predict the reaction product. The product is: [F:38][C:30]1[CH:31]=[C:32]([N+:35]([O-:37])=[O:36])[CH:33]=[CH:34][C:29]=1[O:21][C:4]1[C:5]2[CH:6]=[C:7]3[O:20][CH2:19][CH2:18][O:17][CH2:16][CH2:15][O:14][CH2:13][CH2:12][O:11][C:8]3=[CH:9][C:10]=2[N:1]=[CH:2][CH:3]=1. (6) Given the reactants [Cl:1][C:2]1[CH:7]=[CH:6][C:5](I)=[CH:4][CH:3]=1.[CH3:9][O:10][C:11](=[O:38])[C:12]1[CH:17]=[CH:16][CH:15]=[C:14]([CH2:18][N:19]([C:26](=[O:37])[C:27]#[C:28][C:29]2[CH:34]=[CH:33][CH:32]=[CH:31][C:30]=2[O:35][CH3:36])[C:20]2[CH:25]=[CH:24][CH:23]=[CH:22][CH:21]=2)[CH:13]=1, predict the reaction product. The product is: [CH3:9][O:10][C:11](=[O:38])[C:12]1[CH:17]=[CH:16][CH:15]=[C:14]([CH2:18][N:19]2[C:20]3[C:25](=[CH:24][CH:23]=[CH:22][CH:21]=3)/[C:27](=[C:28](\[C:5]3[CH:6]=[CH:7][C:2]([Cl:1])=[CH:3][CH:4]=3)/[C:29]3[CH:34]=[CH:33][CH:32]=[CH:31][C:30]=3[O:35][CH3:36])/[C:26]2=[O:37])[CH:13]=1. (7) Given the reactants [N+]([C:4]1[CH:11]=[CH:10][CH:9]=[C:8]([N+:12]([O-])=O)[C:5]=1[C:6]#[N:7])([O-])=O.[CH:15]1([OH:19])[CH2:18][CH2:17][CH2:16]1, predict the reaction product. The product is: [NH2:12][C:8]1[CH:9]=[CH:10][CH:11]=[C:4]([O:19][CH:15]2[CH2:18][CH2:17][CH2:16]2)[C:5]=1[C:6]#[N:7].